This data is from NCI-60 drug combinations with 297,098 pairs across 59 cell lines. The task is: Regression. Given two drug SMILES strings and cell line genomic features, predict the synergy score measuring deviation from expected non-interaction effect. (1) Drug 1: C1CN(CCN1C(=O)CCBr)C(=O)CCBr. Drug 2: COCCOC1=C(C=C2C(=C1)C(=NC=N2)NC3=CC=CC(=C3)C#C)OCCOC.Cl. Cell line: OVCAR-8. Synergy scores: CSS=20.0, Synergy_ZIP=-4.95, Synergy_Bliss=-0.803, Synergy_Loewe=0.602, Synergy_HSA=1.01. (2) Drug 1: CC1OCC2C(O1)C(C(C(O2)OC3C4COC(=O)C4C(C5=CC6=C(C=C35)OCO6)C7=CC(=C(C(=C7)OC)O)OC)O)O. Drug 2: C1=CC=C(C=C1)NC(=O)CCCCCCC(=O)NO. Cell line: HOP-92. Synergy scores: CSS=46.2, Synergy_ZIP=-9.59, Synergy_Bliss=-4.08, Synergy_Loewe=-1.98, Synergy_HSA=0.0691.